This data is from NCI-60 drug combinations with 297,098 pairs across 59 cell lines. The task is: Regression. Given two drug SMILES strings and cell line genomic features, predict the synergy score measuring deviation from expected non-interaction effect. (1) Synergy scores: CSS=27.8, Synergy_ZIP=-4.66, Synergy_Bliss=-8.21, Synergy_Loewe=-6.59, Synergy_HSA=-6.29. Cell line: LOX IMVI. Drug 1: C1=C(C(=O)NC(=O)N1)F. Drug 2: CC(C)(C#N)C1=CC(=CC(=C1)CN2C=NC=N2)C(C)(C)C#N. (2) Drug 1: CC1CCC2CC(C(=CC=CC=CC(CC(C(=O)C(C(C(=CC(C(=O)CC(OC(=O)C3CCCCN3C(=O)C(=O)C1(O2)O)C(C)CC4CCC(C(C4)OC)OCCO)C)C)O)OC)C)C)C)OC. Drug 2: CC1C(C(CC(O1)OC2CC(CC3=C2C(=C4C(=C3O)C(=O)C5=CC=CC=C5C4=O)O)(C(=O)C)O)N)O. Cell line: OVCAR-8. Synergy scores: CSS=45.0, Synergy_ZIP=-2.59, Synergy_Bliss=-3.33, Synergy_Loewe=4.24, Synergy_HSA=4.81. (3) Drug 1: CC1=C(C=C(C=C1)NC2=NC=CC(=N2)N(C)C3=CC4=NN(C(=C4C=C3)C)C)S(=O)(=O)N.Cl. Drug 2: CC(C)CN1C=NC2=C1C3=CC=CC=C3N=C2N. Cell line: KM12. Synergy scores: CSS=-4.38, Synergy_ZIP=0.189, Synergy_Bliss=-9.52, Synergy_Loewe=-13.2, Synergy_HSA=-12.7.